Predict the reactants needed to synthesize the given product. From a dataset of Full USPTO retrosynthesis dataset with 1.9M reactions from patents (1976-2016). (1) Given the product [CH2:8]([O:15][C:16]1[CH:17]=[CH:18][C:19]([C:22]2[N:26]([CH:27]3[CH2:28][CH2:29][CH2:30][CH2:31][CH2:32]3)[C:25]3[CH:33]=[CH:34][C:35]([C:37]([NH:5][S:2]([CH3:1])(=[O:4])=[O:3])=[O:38])=[CH:36][C:24]=3[N:23]=2)=[CH:20][CH:21]=1)[C:9]1[CH:14]=[CH:13][CH:12]=[CH:11][CH:10]=1, predict the reactants needed to synthesize it. The reactants are: [CH3:1][S:2]([NH2:5])(=[O:4])=[O:3].[H-].[Na+].[CH2:8]([O:15][C:16]1[CH:21]=[CH:20][C:19]([C:22]2[N:26]([CH:27]3[CH2:32][CH2:31][CH2:30][CH2:29][CH2:28]3)[C:25]3[CH:33]=[CH:34][C:35]([C:37](O)=[O:38])=[CH:36][C:24]=3[N:23]=2)=[CH:18][CH:17]=1)[C:9]1[CH:14]=[CH:13][CH:12]=[CH:11][CH:10]=1.ClCCl. (2) The reactants are: [C:1]([O:5][C:6]([NH:8][C@H:9]([C:11]1[CH:16]=[CH:15][C:14](Br)=[CH:13][CH:12]=1)[CH3:10])=[O:7])([CH3:4])([CH3:3])[CH3:2].CC#N.C(N(CC)CC)C.[C]=O. Given the product [C:1]([O:5][C:6]([NH:8][C@H:9]([C:11]1[CH:16]=[CH:15][C:14]([C:6]([O:5][CH3:1])=[O:7])=[CH:13][CH:12]=1)[CH3:10])=[O:7])([CH3:4])([CH3:3])[CH3:2], predict the reactants needed to synthesize it. (3) Given the product [CH:7]1([CH:10]([NH:17][C:18]([CH:20]2[CH2:25][C:24]([CH3:39])([S:26]([C:29]3[CH:34]=[CH:33][CH:32]=[C:31]([C:35]([F:37])([F:38])[F:36])[CH:30]=3)(=[O:27])=[O:28])[CH2:23][CH2:22][O:21]2)=[O:19])[CH:11]=[O:12])[CH2:9][CH2:8]1, predict the reactants needed to synthesize it. The reactants are: [H-].[H-].[H-].[H-].[Li+].[Al+3].[CH:7]1([CH:10]([NH:17][C:18]([CH:20]2[CH2:25][C:24]([CH3:39])([S:26]([C:29]3[CH:34]=[CH:33][CH:32]=[C:31]([C:35]([F:38])([F:37])[F:36])[CH:30]=3)(=[O:28])=[O:27])[CH2:23][CH2:22][O:21]2)=[O:19])[C:11](N(OC)C)=[O:12])[CH2:9][CH2:8]1. (4) Given the product [CH:19]1[CH:24]=[CH:23][C:22]([CH2:25][C:26]2[C:27]3[N:32]([CH:33]=[C:34]([C:36]4[CH:37]=[CH:38][C:39]([OH:42])=[CH:40][CH:41]=4)[N:35]=2)[C:30]([OH:31])=[C:29]([CH2:43][C:44]2[CH:49]=[CH:48][C:47]([OH:50])=[CH:46][CH:45]=2)[N:28]=3)=[CH:21][CH:20]=1, predict the reactants needed to synthesize it. The reactants are: C(OC(OCC)C(=O)CC1C=CC(CC)=CC=1)C.[CH:19]1[CH:24]=[CH:23][C:22]([CH2:25][C:26]2[NH:35][C:34]([C:36]3[CH:41]=[CH:40][C:39]([OH:42])=[CH:38][CH:37]=3)=[CH:33][N:32]3[C:27]=2[N:28]=[C:29]([CH2:43][C:44]2[CH:49]=[CH:48][C:47]([OH:50])=[CH:46][CH:45]=2)[C:30]3=[O:31])=[CH:21][CH:20]=1.Cl.